This data is from Forward reaction prediction with 1.9M reactions from USPTO patents (1976-2016). The task is: Predict the product of the given reaction. Given the reactants [Br:1][C:2]1[CH:11]=[CH:10][C:9]2[O:8][C@@H:7]3[CH2:12][C@H:13]([O:16][CH2:17][CH3:18])[O:14][CH:15]=[C:6]3[C:5](=[O:19])[C:4]=2[CH:3]=1, predict the reaction product. The product is: [Br:1][C:2]1[CH:11]=[CH:10][C:9]2[O:8][C@@H:7]3[CH2:12][C@H:13]([O:16][CH2:17][CH3:18])[O:14][CH2:15][C@@H:6]3[C:5](=[O:19])[C:4]=2[CH:3]=1.